Task: Predict the reactants needed to synthesize the given product.. Dataset: Full USPTO retrosynthesis dataset with 1.9M reactions from patents (1976-2016) (1) Given the product [CH3:17][O:16][C:10]1[N:9]=[C:8]([O:26][CH2:25][C:24]2[C:19]([CH3:18])=[C:20]([C:27]3[CH:32]=[CH:31][CH:30]=[CH:29][CH:28]=3)[CH:21]=[CH:22][CH:23]=2)[CH:15]=[CH:14][C:11]=1[CH:12]=[O:13], predict the reactants needed to synthesize it. The reactants are: C(=O)([O-])[O-].[Cs+].[Cs+].Cl[C:8]1[CH:15]=[CH:14][C:11]([CH:12]=[O:13])=[C:10]([O:16][CH3:17])[N:9]=1.[CH3:18][C:19]1[C:24]([CH2:25][OH:26])=[CH:23][CH:22]=[CH:21][C:20]=1[C:27]1[CH:32]=[CH:31][CH:30]=[CH:29][CH:28]=1.C1(C)C=CC=CC=1. (2) Given the product [CH3:68][O:69][C:70](=[O:81])[C:71]1[CH:76]=[C:75]([F:77])[C:74]([NH:78][C:53](=[O:54])[CH:52]([N:51]2[C:50]3[CH:62]=[C:63]([F:67])[C:64]([F:66])=[CH:65][C:49]=3[N:48]=[C:47]2[C:44]2[CH:45]=[CH:46][C:41]([Cl:40])=[CH:42][CH:43]=2)[CH:56]2[CH2:57][CH2:58][CH2:59][CH2:60][CH2:61]2)=[C:73]([C:79]#[N:80])[CH:72]=1, predict the reactants needed to synthesize it. The reactants are: C(OC(=O)C1C=CC(NC(=O)C(N2C3C=C(F)C(F)=CC=3N=C2C2C=CC(Cl)=CC=2)C2CCCCC2)=CC=1)C.[Cl:40][C:41]1[CH:46]=[CH:45][C:44]([C:47]2[N:51]([CH:52]([CH:56]3[CH2:61][CH2:60][CH2:59][CH2:58][CH2:57]3)[C:53](O)=[O:54])[C:50]3[CH:62]=[C:63]([F:67])[C:64]([F:66])=[CH:65][C:49]=3[N:48]=2)=[CH:43][CH:42]=1.[CH3:68][O:69][C:70](=[O:81])[C:71]1[CH:76]=[C:75]([F:77])[C:74]([NH2:78])=[C:73]([C:79]#[N:80])[CH:72]=1. (3) Given the product [ClH:41].[NH:1]1[CH:5]=[C:4]([C:6]2[CH:7]=[N:8][CH:9]=[CH:10][C:11]=2[O:12][C:13]2[C:18]([F:19])=[CH:17][C:16]([NH:20][C:21]([C:23]3[C:24](=[O:39])[N:25]([C:32]4[CH:37]=[CH:36][C:35]([F:38])=[CH:34][CH:33]=4)[CH:26]=[CH:27][C:28]=3[O:29][CH2:30][CH3:31])=[O:22])=[C:15]([F:40])[CH:14]=2)[CH:3]=[N:2]1, predict the reactants needed to synthesize it. The reactants are: [NH:1]1[CH:5]=[C:4]([C:6]2[CH:7]=[N:8][CH:9]=[CH:10][C:11]=2[O:12][C:13]2[C:18]([F:19])=[CH:17][C:16]([NH:20][C:21]([C:23]3[C:24](=[O:39])[N:25]([C:32]4[CH:37]=[CH:36][C:35]([F:38])=[CH:34][CH:33]=4)[CH:26]=[CH:27][C:28]=3[O:29][CH2:30][CH3:31])=[O:22])=[C:15]([F:40])[CH:14]=2)[CH:3]=[N:2]1.[ClH:41]. (4) Given the product [C:11]([O:15][C:16]([N:18]1[CH2:21][CH:20]([CH:22]=[O:23])[CH2:19]1)=[O:17])([CH3:14])([CH3:13])[CH3:12], predict the reactants needed to synthesize it. The reactants are: C(Cl)(=O)C(Cl)=O.CS(C)=O.[C:11]([O:15][C:16]([N:18]1[CH2:21][CH:20]([CH2:22][OH:23])[CH2:19]1)=[O:17])([CH3:14])([CH3:13])[CH3:12].C(N(CC)CC)C.Cl. (5) Given the product [CH3:25][S:22]([N:17]1[CH2:16][CH2:15][C:14]2[C:19](=[CH:20][CH:21]=[C:12]([O:11][CH2:10][CH2:9][CH2:8][C:5]3[CH:6]=[CH:7][C:2]([C:68]#[N:69])=[CH:3][CH:4]=3)[CH:13]=2)[CH2:18]1)(=[O:24])=[O:23], predict the reactants needed to synthesize it. The reactants are: Br[C:2]1[CH:7]=[CH:6][C:5]([CH2:8][CH2:9][CH2:10][O:11][C:12]2[CH:13]=[C:14]3[C:19](=[CH:20][CH:21]=2)[CH2:18][N:17]([S:22]([CH3:25])(=[O:24])=[O:23])[CH2:16][CH2:15]3)=[CH:4][CH:3]=1.CC1(C)C2C(=C(P(C3C=CC=CC=3)C3C=CC=CC=3)C=CC=2)OC2C(P(C3C=CC=CC=3)C3C=CC=CC=3)=CC=CC1=2.[CH3:68][N:69](CCN(C)C)C.CN(C=O)C.